From a dataset of Reaction yield outcomes from USPTO patents with 853,638 reactions. Predict the reaction yield, written as a fraction of the theoretical maximum amount of product (1.0 means a 100% yield; for example, 0.34 means a 34% yield). (1) The reactants are C[O:2][C:3]([C@H:5]1[CH2:10][CH2:9][C@H:8]([N:11]([C:13]([O:15][C:16]2[CH:21]=[CH:20][C:19]([Cl:22])=[CH:18][CH:17]=2)=[O:14])[CH3:12])[CH2:7][CH2:6]1)=[O:4].[OH-].[Na+].OS([O-])(=O)=O.[K+].CCOCC. The catalyst is O1CCOCC1. The product is [Cl:22][C:19]1[CH:18]=[CH:17][C:16]([O:15][C:13]([N:11]([CH3:12])[C@H:8]2[CH2:7][CH2:6][C@H:5]([C:3]([OH:4])=[O:2])[CH2:10][CH2:9]2)=[O:14])=[CH:21][CH:20]=1. The yield is 0.920. (2) The reactants are [Br:1][C:2]1[CH:7]=[CH:6][CH:5]=[CH:4][C:3]=1[NH:8][CH:9]=[C:10]([C:16](=[O:18])[CH3:17])[C:11]([O:13]CC)=O. The catalyst is C1C=CC(C2C=CC=CC=2)=CC=1.C1C=CC(OC2C=CC=CC=2)=CC=1. The product is [C:16]([C:10]1[C:11](=[O:13])[C:4]2[C:3](=[C:2]([Br:1])[CH:7]=[CH:6][CH:5]=2)[NH:8][CH:9]=1)(=[O:18])[CH3:17]. The yield is 0.692. (3) The reactants are Br([O-])(=O)=[O:2].[Na+].[CH2:6]([OH:13])[C:7]1[CH:12]=[CH:11][CH:10]=[CH:9][CH:8]=1. The catalyst is C(#N)C.O. The product is [C:6]([OH:2])(=[O:13])[C:7]1[CH:12]=[CH:11][CH:10]=[CH:9][CH:8]=1. The yield is 0.900. (4) The reactants are [NH2:1][C:2]1[C:3](=[O:8])[NH:4][CH:5]=[CH:6][CH:7]=1.C(O[CH:12]=[C:13]([C:19]([O:21][CH2:22][CH3:23])=[O:20])[C:14]([O:16][CH2:17][CH3:18])=[O:15])C.CCOCC. The catalyst is C(O)(C)C. The product is [O:8]=[C:3]1[C:2]([NH:1][CH:12]=[C:13]([C:14]([O:16][CH2:17][CH3:18])=[O:15])[C:19]([O:21][CH2:22][CH3:23])=[O:20])=[CH:7][CH:6]=[CH:5][NH:4]1. The yield is 0.633. (5) The reactants are [NH2:1][C:2]1[CH:3]=[C:4]([CH:7]=[C:8]([F:10])[CH:9]=1)[C:5]#[N:6].Br.Br[CH:13]([C:15]1[CH:16]=[C:17]([C:32]([N:34]([CH3:36])[CH3:35])=[O:33])[CH:18]=[C:19]2[C:24]=1[O:23][C:22]([N:25]1[CH2:30][CH2:29][O:28][CH2:27][CH2:26]1)=[CH:21][C:20]2=[O:31])[CH3:14]. No catalyst specified. The product is [C:5]([C:4]1[CH:3]=[C:2]([NH:1][CH:13]([C:15]2[CH:16]=[C:17]([C:32]([N:34]([CH3:36])[CH3:35])=[O:33])[CH:18]=[C:19]3[C:24]=2[O:23][C:22]([N:25]2[CH2:30][CH2:29][O:28][CH2:27][CH2:26]2)=[CH:21][C:20]3=[O:31])[CH3:14])[CH:9]=[C:8]([F:10])[CH:7]=1)#[N:6]. The yield is 0.550.